This data is from Catalyst prediction with 721,799 reactions and 888 catalyst types from USPTO. The task is: Predict which catalyst facilitates the given reaction. (1) Reactant: C(OCC)(=O)CCC.[CH3:9][C:10]1[N:11]=[C:12]([C:20]2[CH:25]=[CH:24][CH:23]=[CH:22][CH:21]=2)[C:13]2[CH2:19][CH2:18][NH:17][CH2:16][C:14]=2[N:15]=1.C([O:31][C@@H:32]([C:34]1[N:39]=[C:38](Cl)[CH:37]=[CH:36][N:35]=1)[CH3:33])(=O)CCC.C(N(CC)CC)C. Product: [CH3:9][C:10]1[N:11]=[C:12]([C:20]2[CH:25]=[CH:24][CH:23]=[CH:22][CH:21]=2)[C:13]2[CH2:19][CH2:18][N:17]([C:36]3[CH:37]=[CH:38][N:39]=[C:34]([C@H:32]([OH:31])[CH3:33])[N:35]=3)[CH2:16][C:14]=2[N:15]=1. The catalyst class is: 32. (2) Reactant: Cl[C:2]1[C:3]2[N:4]([C:18]([N:21]3[CH2:26][CH2:25][O:24][CH2:23][CH2:22]3)=[CH:19][N:20]=2)[CH:5]=[C:6]([C:10]2[CH:15]=[CH:14][C:13]([Cl:16])=[CH:12][C:11]=2[Cl:17])[C:7]=1[C:8]#[N:9].[CH2:27]([NH2:31])[CH:28]([CH3:30])[CH3:29].C(=O)=O. Product: [Cl:17][C:11]1[CH:12]=[C:13]([Cl:16])[CH:14]=[CH:15][C:10]=1[C:6]1[C:7]([C:8]#[N:9])=[C:2]([NH:31][CH2:27][CH:28]([CH3:30])[CH3:29])[C:3]2[N:4]([C:18]([N:21]3[CH2:26][CH2:25][O:24][CH2:23][CH2:22]3)=[CH:19][N:20]=2)[CH:5]=1. The catalyst class is: 12. (3) Reactant: [NH2:1][C:2]1[C:3]([C:16]([O:18][CH2:19][CH3:20])=[O:17])=[N:4][CH:5]=[C:6]([CH2:8][C:9]2[CH:14]=[CH:13][C:12]([F:15])=[CH:11][CH:10]=2)[CH:7]=1.[CH3:21][N:22]([CH2:33][CH:34]=O)[C:23](=[O:32])[O:24][CH2:25][C:26]1[CH:31]=[CH:30][CH:29]=[CH:28][CH:27]=1.C(O[BH-](OC(=O)C)OC(=O)C)(=O)C.[Na+]. Product: [F:15][C:12]1[CH:11]=[CH:10][C:9]([CH2:8][C:6]2[CH:7]=[C:2]([NH:1][CH2:34][CH2:33][N:22]([CH3:21])[C:23]([O:24][CH2:25][C:26]3[CH:31]=[CH:30][CH:29]=[CH:28][CH:27]=3)=[O:32])[C:3]([C:16]([O:18][CH2:19][CH3:20])=[O:17])=[N:4][CH:5]=2)=[CH:14][CH:13]=1. The catalyst class is: 699. (4) Reactant: [OH:1][CH2:2][C@@H:3]1[O:8][CH2:7][C@H:6]2[CH2:9][CH2:10][C:11](=[O:12])[N:5]2[CH2:4]1.C([O-])(O)=[O:14].[Na+].CC1(C)N([O])C(C)(C)CCC1.[Na+].[Br-].ClN1C(=O)N(Cl)C(=O)N(Cl)C1=O. Product: [O:12]=[C:11]1[N:5]2[C@@H:6]([CH2:7][O:8][C@@H:3]([C:2]([OH:14])=[O:1])[CH2:4]2)[CH2:9][CH2:10]1. The catalyst class is: 21. (5) Reactant: [C:1]([C:4]1[C:13]([N:14]2[CH2:19][CH2:18][N:17]([C:20]([O:22][CH3:23])=[O:21])[CH2:16][CH2:15]2)=[C:12]2[C:7]([CH:8]=[CH:9][CH:10]=[N:11]2)=[C:6]([Cl:24])[CH:5]=1)(=O)[CH3:2].C([O-])(=O)C.[NH4+].C([BH3-])#[N:31].[Na+].O1CCCC1. Product: [NH2:31][CH:1]([C:4]1[C:13]([N:14]2[CH2:19][CH2:18][N:17]([C:20]([O:22][CH3:23])=[O:21])[CH2:16][CH2:15]2)=[C:12]2[C:7]([CH:8]=[CH:9][CH:10]=[N:11]2)=[C:6]([Cl:24])[CH:5]=1)[CH3:2]. The catalyst class is: 449. (6) Reactant: [C:1]([C:5]1[CH:10]=[C:9]([C:11]2[N:12]=[C:13]([CH2:16]O)[S:14][CH:15]=2)[CH:8]=[C:7]([C:18]([CH3:21])([CH3:20])[CH3:19])[C:6]=1[OH:22])([CH3:4])([CH3:3])[CH3:2].C(Br)(Br)(Br)[Br:24].C1C=CC(P(C2C=CC=CC=2)C2C=CC=CC=2)=CC=1. Product: [Br:24][CH2:16][C:13]1[S:14][CH:15]=[C:11]([C:9]2[CH:10]=[C:5]([C:1]([CH3:4])([CH3:3])[CH3:2])[C:6]([OH:22])=[C:7]([C:18]([CH3:21])([CH3:20])[CH3:19])[CH:8]=2)[N:12]=1. The catalyst class is: 4. (7) The catalyst class is: 7. Reactant: [CH:1]1([CH2:7][CH2:8][N:9]([CH2:21][CH2:22][OH:23])[C:10]([NH:12][CH2:13][CH2:14][N:15]2[CH2:20][CH2:19][CH2:18][CH2:17][CH2:16]2)=[O:11])[CH2:6][CH2:5][CH2:4][CH2:3][CH2:2]1.C1(P([C:37]2[CH:42]=[CH:41]C=CC=2)C2C=CC=CC=2)C=CC=CC=1.N(C(OC(C)C)=O)=N[C:45](OC(C)C)=O.C(O)(=S)C.C(=O)([O-])O.[Na+]. Product: [C:1]12([CH2:7][CH2:8][N:9]([CH2:21][CH2:22][OH:23])[C:10]([NH:12][CH2:13][CH2:14][N:15]3[CH2:16][CH2:17][CH2:18][CH2:19][CH2:20]3)=[O:11])[CH2:41][CH:42]3[CH2:37][CH:5]([CH2:4][CH:3]([CH2:45]3)[CH2:2]1)[CH2:6]2.